Dataset: Reaction yield outcomes from USPTO patents with 853,638 reactions. Task: Predict the reaction yield, written as a fraction of the theoretical maximum amount of product (1.0 means a 100% yield; for example, 0.34 means a 34% yield). (1) The reactants are CS([O:5][CH2:6][CH:7]([NH:15][C:16]([O:18][C:19]([CH3:22])([CH3:21])[CH3:20])=[O:17])[C:8]1[CH:13]=[CH:12][C:11]([Cl:14])=[CH:10][CH:9]=1)(=O)=O.[C:23]([O-])(=[S:25])[CH3:24].[K+]. The catalyst is CN(C=O)C. The product is [C:23](=[S:25])([O:5][CH2:6][CH:7]([NH:15][C:16]([O:18][C:19]([CH3:20])([CH3:21])[CH3:22])=[O:17])[C:8]1[CH:9]=[CH:10][C:11]([Cl:14])=[CH:12][CH:13]=1)[CH3:24]. The yield is 0.900. (2) The reactants are [Cl:1][C:2]1[N:3]=[C:4]([N:13]2[CH2:18][CH2:17][O:16][CH2:15][CH2:14]2)[C:5]2[S:10][C:9]([CH:11]=O)=[N:8][C:6]=2[N:7]=1.[N:19]1([C:25]([CH3:30])([CH3:29])[C:26]([NH2:28])=[O:27])[CH2:24][CH2:23][NH:22][CH2:21][CH2:20]1.C(O[BH-](OC(=O)C)OC(=O)C)(=O)C.[Na+]. The catalyst is ClCCCl. The product is [Cl:1][C:2]1[N:3]=[C:4]([N:13]2[CH2:18][CH2:17][O:16][CH2:15][CH2:14]2)[C:5]2[S:10][C:9]([CH2:11][N:22]3[CH2:21][CH2:20][N:19]([C:25]([CH3:30])([CH3:29])[C:26]([NH2:28])=[O:27])[CH2:24][CH2:23]3)=[N:8][C:6]=2[N:7]=1. The yield is 0.600. (3) The reactants are [OH:1][C:2]1[CH:7]=[CH:6][CH:5]=[CH:4][C:3]=1[C:8]1[O:12][N:11]=[C:10]([C:13]([O:15]C)=[O:14])[CH:9]=1.[Li+].[OH-]. No catalyst specified. The product is [OH:1][C:2]1[CH:7]=[CH:6][CH:5]=[CH:4][C:3]=1[C:8]1[O:12][N:11]=[C:10]([C:13]([OH:15])=[O:14])[CH:9]=1. The yield is 0.650. (4) The product is [NH2:11][C:10]1[CH:9]=[CH:8][C:7]([CH:14]([C:15]([O:17][CH2:18][CH3:19])=[O:16])[C:20]([O:22][CH2:23][CH3:24])=[O:21])=[CH:6][C:5]=1[C:3](=[O:4])[N:2]([CH3:25])[CH3:1]. The yield is 1.26. The catalyst is CCO.O.[Fe]. The reactants are [CH3:1][N:2]([CH3:25])[C:3]([C:5]1[CH:6]=[C:7]([CH:14]([C:20]([O:22][CH2:23][CH3:24])=[O:21])[C:15]([O:17][CH2:18][CH3:19])=[O:16])[CH:8]=[CH:9][C:10]=1[N+:11]([O-])=O)=[O:4].CC(O)=O. (5) The reactants are C(OC([N:8]1[CH2:13][CH2:12][CH2:11][CH:10]([C:14]2[CH:19]=[CH:18][CH:17]=[C:16]([NH:20][S:21]([C:24]3[CH:29]=[CH:28][C:27]([O:30][C:31]([F:34])([F:33])[F:32])=[CH:26][CH:25]=3)(=[O:23])=[O:22])[CH:15]=2)[CH2:9]1)=O)(C)(C)C.FC(F)(F)C(O)=O. The catalyst is ClCCl. The product is [NH:8]1[CH2:13][CH2:12][CH2:11][CH:10]([C:14]2[CH:15]=[C:16]([NH:20][S:21]([C:24]3[CH:29]=[CH:28][C:27]([O:30][C:31]([F:34])([F:32])[F:33])=[CH:26][CH:25]=3)(=[O:23])=[O:22])[CH:17]=[CH:18][CH:19]=2)[CH2:9]1. The yield is 0.950.